This data is from Reaction yield outcomes from USPTO patents with 853,638 reactions. The task is: Predict the reaction yield, written as a fraction of the theoretical maximum amount of product (1.0 means a 100% yield; for example, 0.34 means a 34% yield). (1) The product is [OH:1][C:2]([CH3:34])([CH3:35])[CH2:3][C@@:4]1([C:28]2[CH:33]=[CH:32][CH:31]=[CH:30][CH:29]=2)[O:9][C:8](=[O:10])[N:7]([C@H:11]([C:13]2[CH:14]=[CH:15][C:16]([C:37]3[CH:38]=[CH:39][C:40]([C:43]4([C:49]([NH2:51])=[O:50])[CH2:48][CH2:47][CH2:46][CH2:45][CH2:44]4)=[N:41][CH:42]=3)=[CH:17][CH:18]=2)[CH3:12])[CH2:6][CH2:5]1. The yield is 0.580. No catalyst specified. The reactants are [OH:1][C:2]([CH3:35])([CH3:34])[CH2:3][C@@:4]1([C:28]2[CH:33]=[CH:32][CH:31]=[CH:30][CH:29]=2)[O:9][C:8](=[O:10])[N:7]([C@H:11]([C:13]2[CH:18]=[CH:17][C:16](B3OC(C)(C)C(C)(C)O3)=[CH:15][CH:14]=2)[CH3:12])[CH2:6][CH2:5]1.Br[C:37]1[CH:38]=[CH:39][C:40]([C:43]2([C:49]([NH2:51])=[O:50])[CH2:48][CH2:47][CH2:46][CH2:45][CH2:44]2)=[N:41][CH:42]=1. (2) The reactants are [CH2:1]([C:3]1([CH2:16][CH3:17])[C:11]2[C:6](=[CH:7][CH:8]=[C:9]([N+:12]([O-:14])=[O:13])[CH:10]=2)[NH:5][C:4]1=[O:15])[CH3:2].[H-].[Na+].I[CH:21]([CH3:23])[CH3:22]. The catalyst is CN(C)C=O. The product is [CH2:16]([C:3]1([CH2:1][CH3:2])[C:11]2[C:6](=[CH:7][CH:8]=[C:9]([N+:12]([O-:14])=[O:13])[CH:10]=2)[N:5]([CH:21]([CH3:23])[CH3:22])[C:4]1=[O:15])[CH3:17]. The yield is 0.910.